The task is: Predict the reactants needed to synthesize the given product.. This data is from Full USPTO retrosynthesis dataset with 1.9M reactions from patents (1976-2016). (1) Given the product [C:1]1([C:7]2[CH:8]=[CH:9][C:10]3[N:11]([CH:15]=[C:16]([C:18]4[CH:23]=[CH:22][C:21]([C:24]([F:25])([F:26])[F:27])=[CH:20][CH:19]=4)[N:13]=3)[CH:12]=2)[CH:2]=[CH:3][CH:4]=[CH:5][CH:6]=1, predict the reactants needed to synthesize it. The reactants are: [C:1]1([C:7]2[CH:8]=[CH:9][C:10]([NH2:13])=[N:11][CH:12]=2)[CH:6]=[CH:5][CH:4]=[CH:3][CH:2]=1.Br[CH2:15][C:16]([C:18]1[CH:23]=[CH:22][C:21]([C:24]([F:27])([F:26])[F:25])=[CH:20][CH:19]=1)=O.C([O-])([O-])=O.[Na+].[Na+]. (2) The reactants are: O1[CH2:5][CH2:4][CH2:3][CH2:2]1.[C@H]([C:10]1[CH:15]=[CH:14][CH:13]=[C:12]([C@@H:16]([CH2:18][CH3:19])[CH3:17])[C:11]=1[O:20]C(=O)N[C@@H](C1C=CC=CC=1)C)(CC)C.[OH-].[Na+]. Given the product [C@H:3]([C:13]1[C:12]([C@@H:16]([CH2:18][CH3:19])[CH3:17])=[C:11]([OH:20])[CH:10]=[CH:15][CH:14]=1)([CH2:4][CH3:5])[CH3:2], predict the reactants needed to synthesize it.